This data is from Peptide-MHC class I binding affinity with 185,985 pairs from IEDB/IMGT. The task is: Regression. Given a peptide amino acid sequence and an MHC pseudo amino acid sequence, predict their binding affinity value. This is MHC class I binding data. (1) The peptide sequence is VRMYNPTN. The MHC is Mamu-B03 with pseudo-sequence Mamu-B03. The binding affinity (normalized) is 0.163. (2) The peptide sequence is KIDILQMREI. The MHC is HLA-A02:06 with pseudo-sequence HLA-A02:06. The binding affinity (normalized) is 0.374.